This data is from Reaction yield outcomes from USPTO patents with 853,638 reactions. The task is: Predict the reaction yield, written as a fraction of the theoretical maximum amount of product (1.0 means a 100% yield; for example, 0.34 means a 34% yield). (1) The reactants are [N+:1]([C:4]1[CH:8]=[CH:7][N:6]([CH2:9][C@H:10]([OH:13])[CH2:11][OH:12])[N:5]=1)([O-:3])=[O:2].O.[C:15]1(C)[CH:20]=CC(S(O)(=O)=O)=C[CH:16]=1. The catalyst is COC(OC)(C)C.O1CCCC1. The product is [CH3:16][C:15]1([CH3:20])[O:13][C@@H:10]([CH2:9][N:6]2[CH:7]=[CH:8][C:4]([N+:1]([O-:3])=[O:2])=[N:5]2)[CH2:11][O:12]1. The yield is 0.290. (2) The reactants are [C:1]([CH:3](/[CH:9]=[N:10]/[C:11]1[CH:21]=[CH:20][C:14]2[S:15](=[O:19])(=[O:18])[CH2:16][CH2:17][C:13]=2[CH:12]=1)[C:4]([O:6]CC)=O)#[N:2].CCCCCC. The catalyst is C1C=CC(C2C=CC=CC=2)=CC=1.C1C=CC(OC2C=CC=CC=2)=CC=1. The product is [O:19]=[S:15]1(=[O:18])[C:14]2[C:13](=[C:12]3[C:11](=[CH:21][CH:20]=2)[NH:10][CH:9]=[C:3]([C:1]#[N:2])[C:4]3=[O:6])[CH2:17][CH2:16]1. The yield is 0.650. (3) The product is [CH2:42]([O:41][C:39](=[O:40])[CH2:38][CH2:37][CH2:36][CH2:35][CH2:34][CH2:33][O:7][C:1]1[CH:6]=[CH:5][CH:4]=[CH:3][CH:2]=1)[CH3:43]. The catalyst is CC(C)=O. The yield is 0.920. The reactants are [C:1]1([OH:7])[CH:6]=[CH:5][CH:4]=[CH:3][CH:2]=1.C1OCCOCCOCCOCCOCCOC1.C(=O)([O-])[O-].[K+].[K+].Br[CH2:33][CH2:34][CH2:35][CH2:36][CH2:37][CH2:38][C:39]([O:41][CH2:42][CH3:43])=[O:40]. (4) The reactants are [CH3:1][O:2][C@@H:3]1[C@@H:31]([CH2:32][O:33][C:34](=[O:42])[CH2:35][O:36]C2CCCO2)[O:30][C@@H:6]([O:7][C:8]2[CH:13]=[C:12]([CH2:14][O:15]C3CCCO3)[CH:11]=[CH:10][C:9]=2[CH2:21][C:22]2[CH:27]=[CH:26][C:25]([CH2:28][CH3:29])=[CH:24][CH:23]=2)[C@H:5]([OH:43])[C@H:4]1[OH:44].Cl.C(=O)([O-])O.[Na+].C(Cl)Cl. The catalyst is CO. The product is [CH3:1][O:2][C@@H:3]1[C@@H:31]([CH2:32][O:33][C:34](=[O:42])[CH2:35][OH:36])[O:30][C@@H:6]([O:7][C:8]2[CH:13]=[C:12]([CH2:14][OH:15])[CH:11]=[CH:10][C:9]=2[CH2:21][C:22]2[CH:23]=[CH:24][C:25]([CH2:28][CH3:29])=[CH:26][CH:27]=2)[C@H:5]([OH:43])[C@H:4]1[OH:44]. The yield is 0.650. (5) The reactants are O1C=CC=C1C1C=CC(N2CCN(S(CC(C(C)C)C([NH:25][OH:26])=O)(=O)=O)CC2)=CC=1.[Br:30][C:31]1[CH:36]=[CH:35][C:34]([N:37]2[CH2:42][CH2:41][N:40]([S:43]([CH2:46][C:47]3([C:53](O)=[O:54])[CH2:52][CH2:51][O:50][CH2:49][CH2:48]3)(=[O:45])=[O:44])[CH2:39][CH2:38]2)=[CH:33][CH:32]=1. No catalyst specified. The product is [OH:26][NH:25][C:53]([C:47]1([CH2:46][S:43]([N:40]2[CH2:39][CH2:38][N:37]([C:34]3[CH:35]=[CH:36][C:31]([Br:30])=[CH:32][CH:33]=3)[CH2:42][CH2:41]2)(=[O:44])=[O:45])[CH2:48][CH2:49][O:50][CH2:51][CH2:52]1)=[O:54]. The yield is 0.870. (6) The product is [CH3:25][N:22]1[C:23]([CH3:24])=[C:19]([C:15]2[CH:14]=[CH:13][CH:12]=[C:11]3[C:16]=2[CH2:17][CH2:18][C@H:9]([NH2:8])[CH2:10]3)[C:20]([CH3:26])=[N:21]1. The reactants are C([NH:8][C@H:9]1[CH2:18][CH2:17][C:16]2[C:11](=[CH:12][CH:13]=[CH:14][C:15]=2[C:19]2[C:20]([CH3:26])=[N:21][N:22]([CH3:25])[C:23]=2[CH3:24])[CH2:10]1)C1C=CC=CC=1.CO. The yield is 0.840. The catalyst is C1COCC1.[Pd]. (7) The reactants are [C:1]([C:3]1([N:16]2[CH2:21][CH2:20][N:19]([CH:22]3[C:30]4[C:25](=[CH:26][CH:27]=[C:28]([C:31]([F:34])([F:33])[F:32])[CH:29]=4)[CH2:24][CH2:23]3)[C@@H:18]([CH3:35])[CH2:17]2)[CH2:8][CH2:7][N:6]([C:9]([O:11][C:12]([CH3:15])([CH3:14])[CH3:13])=[O:10])[CH2:5][CH2:4]1)#N.C[Mg]Br. The catalyst is C1COCC1.CCOCC. The product is [CH3:1][C:3]1([N:16]2[CH2:21][CH2:20][N:19]([CH:22]3[C:30]4[C:25](=[CH:26][CH:27]=[C:28]([C:31]([F:34])([F:33])[F:32])[CH:29]=4)[CH2:24][CH2:23]3)[C@@H:18]([CH3:35])[CH2:17]2)[CH2:8][CH2:7][N:6]([C:9]([O:11][C:12]([CH3:13])([CH3:14])[CH3:15])=[O:10])[CH2:5][CH2:4]1. The yield is 0.500.